Dataset: Full USPTO retrosynthesis dataset with 1.9M reactions from patents (1976-2016). Task: Predict the reactants needed to synthesize the given product. (1) Given the product [CH3:1][O:2][C:3]1[C:12]2[C:7](=[CH:8][CH:9]=[CH:10][CH:11]=2)[C:6]([NH:13][S:14]([CH3:17])(=[O:16])=[O:15])=[CH:5][C:4]=1[S:22][CH2:23][C:24]([O:26][CH3:27])=[O:25], predict the reactants needed to synthesize it. The reactants are: [CH3:1][O:2][C:3]1[C:12]2[C:7](=[CH:8][CH:9]=[CH:10][CH:11]=2)[C:6]([NH:13][S:14]([C:17]2SC=CC=2)(=[O:16])=[O:15])=[CH:5][C:4]=1[S:22][CH2:23][C:24]([O:26][CH3:27])=[O:25].CS(Cl)(=O)=O. (2) Given the product [Br:5][C:6]1[CH:7]=[C:8]([CH2:14][CH2:15][C:16]([Cl:3])=[O:18])[CH:9]=[CH:10][C:11]=1[O:12][CH3:13], predict the reactants needed to synthesize it. The reactants are: S(Cl)([Cl:3])=O.[Br:5][C:6]1[CH:7]=[C:8]([CH2:14][CH2:15][C:16]([OH:18])=O)[CH:9]=[CH:10][C:11]=1[O:12][CH3:13]. (3) Given the product [ClH:1].[F:2][C:3]1[CH:8]=[CH:7][CH:6]=[CH:5][C:4]=1[S:9]([C:12]1[CH:13]=[C:14]2[C:18](=[CH:19][CH:20]=1)[N:17]([CH:21]1[CH2:26][CH2:25][N:24]([CH2:27][CH2:28][CH3:29])[CH2:23][CH2:22]1)[CH2:16][CH2:15]2)(=[O:10])=[O:11], predict the reactants needed to synthesize it. The reactants are: [ClH:1].[F:2][C:3]1[CH:8]=[CH:7][CH:6]=[CH:5][C:4]=1[S:9]([C:12]1[CH:13]=[C:14]2[C:18](=[CH:19][CH:20]=1)[N:17]([CH:21]1[CH2:26][CH2:25][NH:24][CH2:23][CH2:22]1)[CH2:16][CH2:15]2)(=[O:11])=[O:10].[CH:27](=O)[CH2:28][CH3:29]. (4) Given the product [Cl:8][C:6]1[CH:7]=[C:2]([NH:1][C:29](=[O:30])[C@H:28]([CH3:27])[CH:32]=[CH2:33])[C:3]([C:9]2[CH:10]=[C:11]([C@@H:15]([NH:19][C:20](=[O:26])[O:21][C:22]([CH3:25])([CH3:24])[CH3:23])[CH2:16][CH:17]=[CH2:18])[CH:12]=[CH:13][CH:14]=2)=[N:4][CH:5]=1, predict the reactants needed to synthesize it. The reactants are: [NH2:1][C:2]1[C:3]([C:9]2[CH:10]=[C:11]([C@@H:15]([NH:19][C:20](=[O:26])[O:21][C:22]([CH3:25])([CH3:24])[CH3:23])[CH2:16][CH:17]=[CH2:18])[CH:12]=[CH:13][CH:14]=2)=[N:4][CH:5]=[C:6]([Cl:8])[CH:7]=1.[CH3:27][C@H:28]([CH:32]=[CH2:33])[C:29](O)=[O:30].N1C=CC=CC=1.C(P1(=O)OP(CCC)(=O)OP(CCC)(=O)O1)CC. (5) Given the product [CH:6]([C:5]1[CH:8]=[CH:9][C:2]([N:11]2[CH:12]=[C:13]3[C:18]([C:17]([C:19]([NH2:21])=[O:20])=[CH:16][CH:15]=[CH:14]3)=[N:10]2)=[N:3][CH:4]=1)=[O:7], predict the reactants needed to synthesize it. The reactants are: Br[C:2]1[CH:9]=[CH:8][C:5]([CH:6]=[O:7])=[CH:4][N:3]=1.[N:10]1[NH:11][CH:12]=[C:13]2[C:18]=1[C:17]([C:19]([NH2:21])=[O:20])=[CH:16][CH:15]=[CH:14]2. (6) Given the product [CH2:1]([O:3][C:4]([C:6]1[NH:7][C:8]2[C:13]([CH:14]=1)=[CH:12][CH:11]=[C:10]([O:15][C:16]1[CH:21]=[CH:20][C:19]([NH:22][C:23](=[O:25])[CH3:24])=[CH:18][N:17]=1)[CH:9]=2)=[O:5])[CH3:2], predict the reactants needed to synthesize it. The reactants are: [CH2:1]([O:3][C:4]([C:6]1[NH:7][C:8]2[C:13]([CH:14]=1)=[CH:12][CH:11]=[C:10]([O:15][C:16]1[CH:21]=[CH:20][C:19]([NH2:22])=[CH:18][N:17]=1)[CH:9]=2)=[O:5])[CH3:2].[C:23](OC(=O)C)(=[O:25])[CH3:24].O.